This data is from Reaction yield outcomes from USPTO patents with 853,638 reactions. The task is: Predict the reaction yield, written as a fraction of the theoretical maximum amount of product (1.0 means a 100% yield; for example, 0.34 means a 34% yield). (1) The reactants are [CH3:1][C:2]1[C:6]([CH2:7][N:8]2[CH:12]=[C:11]([N:13]3[C:17](=[O:18])[CH2:16][NH:15][C:14]3=[O:19])[CH:10]=[N:9]2)=[C:5]([CH3:20])[O:4][N:3]=1.Br[CH2:22][C:23]1[CH:24]=[C:25]([CH:28]=[CH:29][CH:30]=1)[CH:26]=[O:27]. No catalyst specified. The product is [CH3:1][C:2]1[C:6]([CH2:7][N:8]2[CH:12]=[C:11]([N:13]3[C:17](=[O:18])[CH2:16][N:15]([CH2:22][C:23]4[CH:24]=[C:25]([CH:28]=[CH:29][CH:30]=4)[CH:26]=[O:27])[C:14]3=[O:19])[CH:10]=[N:9]2)=[C:5]([CH3:20])[O:4][N:3]=1. The yield is 0.350. (2) The reactants are [NH:1]1[CH2:4][CH:3]([CH2:5][NH:6][C:7]2[C:8]3[S:16][CH:15]=[CH:14][C:9]=3[N:10]=[C:11]([Cl:13])[N:12]=2)[CH2:2]1.C(N(CC)CC)C.[C:24](Cl)(=[O:27])[CH:25]=[CH2:26]. The catalyst is ClCCl. The product is [Cl:13][C:11]1[N:12]=[C:7]([NH:6][CH2:5][CH:3]2[CH2:4][N:1]([C:24](=[O:27])[CH:25]=[CH2:26])[CH2:2]2)[C:8]2[S:16][CH:15]=[CH:14][C:9]=2[N:10]=1. The yield is 0.676. (3) The reactants are [OH:1][C:2]1[CH:27]=[CH:26][C:5]([CH2:6][NH:7][C:8]2[NH:12][N:11]=[C:10]([NH:13][C:14]3[CH:19]=[CH:18][C:17]([N+:20]([O-])=O)=[CH:16][CH:15]=3)[C:9]=2[C:23]([NH2:25])=[O:24])=[CH:4][CH:3]=1. The catalyst is CO.[Pd]. The product is [NH2:20][C:17]1[CH:16]=[CH:15][C:14]([NH:13][C:10]2[C:9]([C:23]([NH2:25])=[O:24])=[C:8]([NH:7][CH2:6][C:5]3[CH:26]=[CH:27][C:2]([OH:1])=[CH:3][CH:4]=3)[NH:12][N:11]=2)=[CH:19][CH:18]=1. The yield is 0.360.